From a dataset of Retrosynthesis with 50K atom-mapped reactions and 10 reaction types from USPTO. Predict the reactants needed to synthesize the given product. (1) Given the product COc1ccc2nc(C(=O)NCc3ccc(C(=O)O)cc3)[nH]c(=O)c2c1, predict the reactants needed to synthesize it. The reactants are: COC(=O)c1ccc(CNC(=O)c2nc3ccc(OC)cc3c(=O)[nH]2)cc1. (2) Given the product COC(=O)CC(=O)N(Cc1ccccc1)c1ccccc1N, predict the reactants needed to synthesize it. The reactants are: COC(=O)CC(=O)N(Cc1ccccc1)c1ccccc1[N+](=O)[O-]. (3) Given the product CCc1cc(OC(C)C)c(OCc2ccccc2)cc1OCCCCCC(C)(C)C#N, predict the reactants needed to synthesize it. The reactants are: CC(C)I.CCc1cc(O)c(OCc2ccccc2)cc1OCCCCCC(C)(C)C#N. (4) Given the product CC(C)CNc1cc(Cl)nc(N)n1, predict the reactants needed to synthesize it. The reactants are: CC(C)CN.Nc1nc(Cl)cc(Cl)n1. (5) Given the product COc1cc2ncn(Cc3ccccc3)c(=O)c2cc1O[C@H]1CC[C@H](N2CCN(C)C(=O)C2)CC1, predict the reactants needed to synthesize it. The reactants are: CN1CCN([C@H]2CC[C@@H](OS(C)(=O)=O)CC2)CC1=O.COc1cc2ncn(Cc3ccccc3)c(=O)c2cc1O. (6) The reactants are: CC(=O)OCc1ccc(CBr)cc1OCOCC[Si](C)(C)C.Cn1cc(C2=C(c3c[nH]c4ccccc34)C(=O)OC2=O)c2ccccc21. Given the product CC(=O)OCc1ccc(Cn2cc(C3=C(c4cn(C)c5ccccc45)C(=O)OC3=O)c3ccccc32)cc1OCOCC[Si](C)(C)C, predict the reactants needed to synthesize it.